Dataset: Reaction yield outcomes from USPTO patents with 853,638 reactions. Task: Predict the reaction yield, written as a fraction of the theoretical maximum amount of product (1.0 means a 100% yield; for example, 0.34 means a 34% yield). (1) The reactants are [CH3:1][N:2]1[CH2:7][CH2:6][N:5]([C:8]2[C:16]3[C:11](=[CH:12][C:13]([C:17]([O-:19])=O)=[CH:14][CH:15]=3)[NH:10][N:9]=2)[CH2:4][CH2:3]1.[Li+].C(Cl)CCl.C1C=CC2N(O)N=NC=2C=1.CCN(CC)CC.[C:42]1([C:48]2[CH:54]=[CH:53][C:51]([NH2:52])=[CH:50][CH:49]=2)[CH:47]=[CH:46][CH:45]=[CH:44][CH:43]=1. The catalyst is CN(C=O)C.C(OCC)(=O)C. The product is [C:48]1([C:42]2[CH:47]=[CH:46][CH:45]=[CH:44][CH:43]=2)[CH:49]=[CH:50][C:51]([NH:52][C:17]([C:13]2[CH:12]=[C:11]3[C:16]([C:8]([N:5]4[CH2:4][CH2:3][N:2]([CH3:1])[CH2:7][CH2:6]4)=[N:9][NH:10]3)=[CH:15][CH:14]=2)=[O:19])=[CH:53][CH:54]=1. The yield is 0.250. (2) The reactants are [Br:1][CH2:2][CH2:3]/[CH:4]=[CH:5]/[C:6]1[CH:7]=[C:8]2[C:13](=[N:14][CH:15]=1)[NH:12][C:11](=[O:16])[CH2:10][CH2:9]2. The catalyst is C(O)C.[Rh]. The product is [Br:1][CH2:2][CH2:3][CH2:4][CH2:5][C:6]1[CH:7]=[C:8]2[C:13](=[N:14][CH:15]=1)[NH:12][C:11](=[O:16])[CH2:10][CH2:9]2. The yield is 0.540. (3) The reactants are [F:1][C:2]1[CH:7]=[C:6](I)[CH:5]=[CH:4][C:3]=1[CH2:9][C:10]([O:12][CH3:13])=[O:11].C(=O)([O-])[O-].[K+].[K+].[OH:20][C:21]1[CH:26]=[CH:25][CH:24]=[CH:23][N:22]=1. The catalyst is CS(C)=O.[Cu]I. The product is [F:1][C:2]1[CH:7]=[C:6]([N:22]2[CH:23]=[CH:24][CH:25]=[CH:26][C:21]2=[O:20])[CH:5]=[CH:4][C:3]=1[CH2:9][C:10]([O:12][CH3:13])=[O:11]. The yield is 0.390. (4) The reactants are [C:1]1(=O)[CH2:4][CH2:3][CH2:2]1.[F:6][C:7]1[CH:8]=[C:9]([CH:14]=[CH:15][C:16]=1[C:17]1[CH:18]=[C:19]2[C:24](=[CH:25][CH:26]=1)[C:23](=[O:27])[N:22]([C@@H:28]1[CH2:32][CH2:31][NH:30][CH2:29]1)[CH2:21][CH2:20]2)[C:10]([O:12][CH3:13])=[O:11]. The catalyst is CO. The product is [CH:1]1([N:30]2[CH2:31][CH2:32][C@@H:28]([N:22]3[CH2:21][CH2:20][C:19]4[C:24](=[CH:25][CH:26]=[C:17]([C:16]5[CH:15]=[CH:14][C:9]([C:10]([O:12][CH3:13])=[O:11])=[CH:8][C:7]=5[F:6])[CH:18]=4)[C:23]3=[O:27])[CH2:29]2)[CH2:4][CH2:3][CH2:2]1. The yield is 0.710. (5) The reactants are [Cl:1][C:2]1[N:3]=[C:4]2[NH:11][C:10]3([CH2:15][CH2:14][CH2:13][CH2:12]3)[CH2:9][N:5]2[C:6](=[O:8])[CH:7]=1.CC#N.C(=O)([O-])[O-].[Cs+].[Cs+].CC1C=CC(S(O[CH2:36][CH2:37][O:38][CH3:39])(=O)=O)=CC=1. The catalyst is C(OCC)(=O)C.O. The product is [Cl:1][C:2]1[N:3]=[C:4]2[N:11]([CH2:36][CH2:37][O:38][CH3:39])[C:10]3([CH2:15][CH2:14][CH2:13][CH2:12]3)[CH2:9][N:5]2[C:6](=[O:8])[CH:7]=1. The yield is 0.410.